Dataset: Full USPTO retrosynthesis dataset with 1.9M reactions from patents (1976-2016). Task: Predict the reactants needed to synthesize the given product. (1) Given the product [CH3:1][S:2]([O:11][CH2:12][CH2:13][CH2:14][N:15]([S:16]([C:19]1[CH:24]=[CH:23][CH:22]=[CH:21][C:20]=1[N+:25]([O-:27])=[O:26])(=[O:17])=[O:18])[CH2:28][CH2:29][N:30]1[CH:35]=[CH:34][C:33]2[CH:36]=[CH:37][O:38][C:32]=2[C:31]1=[O:39])(=[O:4])=[O:3], predict the reactants needed to synthesize it. The reactants are: [CH3:1][S:2](Cl)(=[O:4])=[O:3].C1COCC1.[OH:11][CH2:12][CH2:13][CH2:14][N:15]([CH2:28][CH2:29][N:30]1[CH:35]=[CH:34][C:33]2[CH:36]=[CH:37][O:38][C:32]=2[C:31]1=[O:39])[S:16]([C:19]1[CH:24]=[CH:23][CH:22]=[CH:21][C:20]=1[N+:25]([O-:27])=[O:26])(=[O:18])=[O:17].C(N(CC)CC)C. (2) The reactants are: [F:1][C:2]([F:24])([F:23])[C:3]1[CH:22]=[CH:21][C:6]([CH:7]=[C:8]2[CH2:13][CH2:12][N:11]([C:14]([O:16][C:17]([CH3:20])([CH3:19])[CH3:18])=[O:15])[CH2:10][CH2:9]2)=[CH:5][CH:4]=1. Given the product [F:24][C:2]([F:1])([F:23])[C:3]1[CH:22]=[CH:21][C:6]([CH2:7][CH:8]2[CH2:9][CH2:10][N:11]([C:14]([O:16][C:17]([CH3:18])([CH3:19])[CH3:20])=[O:15])[CH2:12][CH2:13]2)=[CH:5][CH:4]=1, predict the reactants needed to synthesize it. (3) Given the product [CH3:1][N:2]1[CH2:7][CH2:6][N:5]([CH2:8][C:10]2[CH:11]=[CH:12][C:13]([C:16]3[S:24][C:23]4[C:18](=[N:19][CH:20]=[C:21]([C:39]#[N:40])[C:22]=4[NH:25][C:26]4[CH:31]=[CH:30][C:29]([O:32][C:33]5[CH:38]=[CH:37][CH:36]=[CH:35][CH:34]=5)=[CH:28][CH:27]=4)[CH:17]=3)=[CH:14][CH:15]=2)[CH2:4][CH2:3]1, predict the reactants needed to synthesize it. The reactants are: [CH3:1][N:2]1[CH2:7][CH2:6][NH:5][CH2:4][CH2:3]1.[CH:8]([C:10]1[CH:15]=[CH:14][C:13]([C:16]2[S:24][C:23]3[C:18](=[N:19][CH:20]=[C:21]([C:39]#[N:40])[C:22]=3[NH:25][C:26]3[CH:31]=[CH:30][C:29]([O:32][C:33]4[CH:38]=[CH:37][CH:36]=[CH:35][CH:34]=4)=[CH:28][CH:27]=3)[CH:17]=2)=[CH:12][CH:11]=1)=O.C(O[BH-](OC(=O)C)OC(=O)C)(=O)C.[Na+]. (4) Given the product [Cl:1][C:2]1[C:3]([O:12][C:13]2[CH:14]=[C:15]([CH:23]=[CH:24][C:25]=2[CH2:26][CH2:27][CH2:28][O:29][C:30]([NH:32][CH2:33][CH:34]2[CH2:36][CH2:35]2)=[O:31])[O:16][CH2:17][C:18]([OH:20])=[O:19])=[N:4][CH:5]=[C:6]([C:8]([F:11])([F:9])[F:10])[CH:7]=1, predict the reactants needed to synthesize it. The reactants are: [Cl:1][C:2]1[C:3]([O:12][C:13]2[CH:14]=[C:15]([CH:23]=[CH:24][C:25]=2[CH2:26][CH2:27][CH2:28][O:29][C:30]([NH:32][CH2:33][CH:34]2[CH2:36][CH2:35]2)=[O:31])[O:16][CH2:17][C:18]([O:20]CC)=[O:19])=[N:4][CH:5]=[C:6]([C:8]([F:11])([F:10])[F:9])[CH:7]=1.[OH-].[Na+].Cl. (5) The reactants are: [CH:1]1([O:6][C:7]([N:9]2[CH2:14][CH2:13][N:12]([CH:15]3[C:21]4=[N:22][CH:23]=[CH:24][CH:25]=[C:20]4[CH:19]=[C:18]([CH:26]([NH2:33])[C:27]4[N:28]([CH3:32])[CH:29]=[N:30][CH:31]=4)[C:17]4[CH:34]=[C:35]([Cl:38])[CH:36]=[CH:37][C:16]3=4)[CH2:11][CH2:10]2)=[O:8])[CH2:5][CH2:4][CH2:3][CH2:2]1.O=C1CCC(=O)N1[O:46][C:47](=O)[O:48][C:49]1([CH:52]2[CH2:54][CH2:53]2)[CH2:51][CH2:50]1. Given the product [CH:1]1([O:6][C:7]([N:9]2[CH2:10][CH2:11][N:12]([CH:15]3[C:21]4=[N:22][CH:23]=[CH:24][CH:25]=[C:20]4[CH:19]=[C:18]([CH:26]([NH:33][C:47]([O:48][C:49]4([CH:52]5[CH2:54][CH2:53]5)[CH2:51][CH2:50]4)=[O:46])[C:27]4[N:28]([CH3:32])[CH:29]=[N:30][CH:31]=4)[C:17]4[CH:34]=[C:35]([Cl:38])[CH:36]=[CH:37][C:16]3=4)[CH2:13][CH2:14]2)=[O:8])[CH2:5][CH2:4][CH2:3][CH2:2]1, predict the reactants needed to synthesize it.